Dataset: Reaction yield outcomes from USPTO patents with 853,638 reactions. Task: Predict the reaction yield, written as a fraction of the theoretical maximum amount of product (1.0 means a 100% yield; for example, 0.34 means a 34% yield). The reactants are [CH2:1]([O:5][C:6]1[CH:10]=[C:9]([CH2:11][CH2:12][CH2:13][C:14]([OH:16])=O)[N:8]([CH2:17][C:18]2[CH:23]=[CH:22][C:21]([Cl:24])=[CH:20][C:19]=2[Cl:25])[N:7]=1)[CH2:2][CH2:3][CH3:4].[CH2:26]([S:31]([NH2:34])(=[O:33])=[O:32])[CH2:27][CH2:28][CH2:29][CH3:30].N12CCCN=C1CCCCC2. The catalyst is O1CCCC1. The product is [CH2:1]([O:5][C:6]1[CH:10]=[C:9]([CH2:11][CH2:12][CH2:13][C:14]([NH:34][S:31]([CH2:26][CH2:27][CH2:28][CH2:29][CH3:30])(=[O:33])=[O:32])=[O:16])[N:8]([CH2:17][C:18]2[CH:23]=[CH:22][C:21]([Cl:24])=[CH:20][C:19]=2[Cl:25])[N:7]=1)[CH2:2][CH2:3][CH3:4]. The yield is 0.540.